From a dataset of Catalyst prediction with 721,799 reactions and 888 catalyst types from USPTO. Predict which catalyst facilitates the given reaction. (1) Reactant: [Cl:1][C:2]1[CH:7]=[C:6]([C:8]2[CH:13]=[CH:12][C:11]([F:14])=[C:10]([F:15])[CH:9]=2)[N:5]2[N:16]=[C:17]([CH3:19])[CH:18]=[C:4]2[N:3]=1.[I:20]N1C(=O)CCC1=O. Product: [Cl:1][C:2]1[CH:7]=[C:6]([C:8]2[CH:13]=[CH:12][C:11]([F:14])=[C:10]([F:15])[CH:9]=2)[N:5]2[N:16]=[C:17]([CH3:19])[C:18]([I:20])=[C:4]2[N:3]=1. The catalyst class is: 2. (2) Product: [C:64](=[N:62][C@:26]1([CH:25]2[NH:30][C:31](=[O:32])[C@H:33]3[N:37]([CH2:36][C@H:35]([O:38][C:39]([N:41]4[CH2:49][C:48]5[C:43](=[CH:44][CH:45]=[CH:46][C:47]=5[F:50])[CH2:42]4)=[O:40])[CH2:34]3)[C:1](=[O:2])[CH2:4][CH2:5][CH2:6][N:7]([CH3:51])[CH2:8][CH2:9][CH2:10][CH2:11][NH:12][C:13]3[C:14](=[CH:15][CH:16]=[CH:17][CH:18]=3)[S:19](=[O:21])(=[O:20])[NH:22][C:23]2=[O:24])[CH2:27][C@H:28]1[CH:29]=[CH2:52])=[O:68]. Reactant: [C:1]([CH2:4][CH2:5][CH2:6][N:7]([CH3:51])[CH2:8][CH2:9][CH2:10][CH2:11][NH:12][C:13]1[CH:18]=[CH:17][CH:16]=[CH:15][C:14]=1[S:19]([NH:22][C:23]([C@@:25]1([NH:30][C:31]([C@H:33]2[NH:37][CH2:36][C@H:35]([O:38][C:39]([N:41]3[CH2:49][C:48]4[C:43](=[CH:44][CH:45]=[CH:46][C:47]=4[F:50])[CH2:42]3)=[O:40])[CH2:34]2)=[O:32])[CH2:27][C@H:26]1[CH:28]=[CH2:29])=[O:24])(=[O:21])=[O:20])(O)=[O:2].[CH3:52]CN(C(C)C)C(C)C.C[N:62]([C:64]([O:68]N1N=NC2C=CC=NC1=2)=[N+](C)C)C.F[P-](F)(F)(F)(F)F. The catalyst class is: 59. (3) Reactant: [NH2:1][C:2]1[CH:7]=[CH:6][C:5](B2OC(C)(C)C(C)(C)O2)=[CH:4][C:3]=1[NH:17][C:18](=[O:27])[C:19]1[CH:24]=[CH:23][C:22]([O:25][CH3:26])=[CH:21][CH:20]=1.Br[C:29]1[CH:34]=[CH:33][C:32]([C:35](=[O:37])[CH3:36])=[CH:31][CH:30]=1.COCCOC.C([O-])([O-])=O.[Na+].[Na+]. Product: [C:35]([C:32]1[CH:33]=[CH:34][C:29]([C:5]2[CH:6]=[CH:7][C:2]([NH2:1])=[C:3]([NH:17][C:18](=[O:27])[C:19]3[CH:20]=[CH:21][C:22]([O:25][CH3:26])=[CH:23][CH:24]=3)[CH:4]=2)=[CH:30][CH:31]=1)(=[O:37])[CH3:36]. The catalyst class is: 386. (4) Reactant: C([O:3][C:4](=[O:19])[C:5]1[CH:10]=[CH:9][C:8]([O:11][CH3:12])=[C:7]([CH2:13][O:14][CH2:15][CH2:16][O:17][CH3:18])[CH:6]=1)C.[OH-].[Na+]. Product: [CH3:12][O:11][C:8]1[CH:9]=[CH:10][C:5]([C:4]([OH:19])=[O:3])=[CH:6][C:7]=1[CH2:13][O:14][CH2:15][CH2:16][O:17][CH3:18]. The catalyst class is: 1. (5) Reactant: [Br:1][C:2]1[CH:7]=[CH:6][CH:5]=[C:4]([CH2:8]Br)[N:3]=1.[NH:10]1[CH:14]=[CH:13][N:12]=[N:11]1.C([O-])([O-])=O.[K+].[K+]. Product: [Br:1][C:2]1[CH:7]=[CH:6][CH:5]=[C:4]([CH2:8][N:10]2[CH:14]=[CH:13][N:12]=[N:11]2)[N:3]=1.[Br:1][C:2]1[CH:7]=[CH:6][CH:5]=[C:4]([CH2:8][N:11]2[N:12]=[CH:13][CH:14]=[N:10]2)[N:3]=1. The catalyst class is: 18. (6) Reactant: [F:1][C:2]1[CH:7]=[CH:6][C:5]([C@H:8]2[C:12]([CH3:14])([CH3:13])[O:11][C:10](=[O:15])[N:9]2[CH:16]2[CH2:21][CH2:20][CH:19]([NH:22][C:23]3[CH:28]=[CH:27][N:26]=[CH:25][C:24]=3[N+:29]([O-])=O)[CH2:18][CH2:17]2)=[CH:4][CH:3]=1.O.NN. Product: [NH2:29][C:24]1[CH:25]=[N:26][CH:27]=[CH:28][C:23]=1[NH:22][CH:19]1[CH2:20][CH2:21][CH:16]([N:9]2[C@@H:8]([C:5]3[CH:4]=[CH:3][C:2]([F:1])=[CH:7][CH:6]=3)[C:12]([CH3:13])([CH3:14])[O:11][C:10]2=[O:15])[CH2:17][CH2:18]1. The catalyst class is: 592.